From a dataset of KCNQ2 potassium channel screen with 302,405 compounds. Binary Classification. Given a drug SMILES string, predict its activity (active/inactive) in a high-throughput screening assay against a specified biological target. (1) The molecule is S=c1n(N\C=C2\c3c(N=C2)cccc3)c(n[nH]1)c1ccc(F)cc1. The result is 0 (inactive). (2) The compound is S=C(NCC1OCCC1)NC(=O)c1ccc(cc1)C. The result is 0 (inactive).